The task is: Predict the reactants needed to synthesize the given product.. This data is from Full USPTO retrosynthesis dataset with 1.9M reactions from patents (1976-2016). (1) Given the product [CH3:43][C:7]1[CH:8]=[C:9]([O:12][CH2:13][C:14]#[C:15][C:16]2[CH:21]=[C:20]([C:22]#[C:23][C:24]3[CH:25]=[CH:26][C:27]([C:30]([F:31])([F:33])[F:32])=[CH:28][CH:29]=3)[CH:19]=[C:18]([C:34]#[C:35][CH2:36][N:37]3[CH2:42][CH2:41][CH2:40][CH2:39][CH2:38]3)[CH:17]=2)[CH:10]=[CH:11][C:6]=1[O:5][CH2:4][C:3]([OH:44])=[O:2], predict the reactants needed to synthesize it. The reactants are: C[O:2][C:3](=[O:44])[CH2:4][O:5][C:6]1[CH:11]=[CH:10][C:9]([O:12][CH2:13][C:14]#[C:15][C:16]2[CH:21]=[C:20]([C:22]#[C:23][C:24]3[CH:29]=[CH:28][C:27]([C:30]([F:33])([F:32])[F:31])=[CH:26][CH:25]=3)[CH:19]=[C:18]([C:34]#[C:35][CH2:36][N:37]3[CH2:42][CH2:41][CH2:40][CH2:39][CH2:38]3)[CH:17]=2)=[CH:8][C:7]=1[CH3:43]. (2) Given the product [CH3:5][C:6]1[CH:7]=[CH:8][C:9]([NH:25][C:26]([C:28]2[CH:33]=[CH:32][C:31]([CH2:34][N:35]3[CH2:36][CH2:37][N:38]([CH3:41])[CH2:39][CH2:40]3)=[CH:30][CH:29]=2)=[O:27])=[CH:10][C:11]=1[NH:12][C:13]1[N:14]=[CH:15][CH:16]=[C:17]([C:19]2[CH:20]=[CH:21][CH:22]=[N:23][CH:24]=2)[N:18]=1.[CH3:42][S:43]([OH:46])(=[O:45])=[O:44], predict the reactants needed to synthesize it. The reactants are: C(O)(C)C.[CH3:5][C:6]1[CH:7]=[CH:8][C:9]([NH:25][C:26]([C:28]2[CH:29]=[CH:30][C:31]([CH2:34][N:35]3[CH2:40][CH2:39][N:38]([CH3:41])[CH2:37][CH2:36]3)=[CH:32][CH:33]=2)=[O:27])=[CH:10][C:11]=1[NH:12][C:13]1[N:14]=[CH:15][CH:16]=[C:17]([C:19]2[CH:20]=[CH:21][CH:22]=[N:23][CH:24]=2)[N:18]=1.[CH3:42][S:43]([OH:46])(=[O:45])=[O:44]. (3) Given the product [CH2:1]([C:4]1[CH:9]=[CH:8][C:7]([O:10][C:11](=[O:21])[CH2:12][CH:13]([OH:14])[C:17]([OH:18])=[O:16])=[C:6]([O:22][CH3:23])[CH:5]=1)[CH:2]=[CH2:3], predict the reactants needed to synthesize it. The reactants are: [CH2:1]([C:4]1[CH:9]=[CH:8][C:7]([O:10][C:11](=[O:21])[CH2:12][CH:13]2[C:17](=[O:18])[O:16]C(C)(C)[O:14]2)=[C:6]([O:22][CH3:23])[CH:5]=1)[CH:2]=[CH2:3].Cl. (4) The reactants are: [F:1][C:2]1[CH:10]=[CH:9][C:5]([CH2:6][NH:7][CH3:8])=[C:4]([S:11][CH3:12])[CH:3]=1.C(N(C(C)C)CC)(C)C.[CH3:22][C:23]1([CH3:33])[O:27][C:26](=[CH:28][C:29](Cl)=[O:30])[C:25](=[O:32])[O:24]1. Given the product [CH3:22][C:23]1([CH3:33])[O:27][C:26](=[CH:28][C:29]([N:7]([CH2:6][C:5]2[CH:9]=[CH:10][C:2]([F:1])=[CH:3][C:4]=2[S:11][CH3:12])[CH3:8])=[O:30])[C:25](=[O:32])[O:24]1, predict the reactants needed to synthesize it. (5) Given the product [Cl:19][C:20]1[CH:21]=[C:22]([S:31]([N:7]2[CH2:8][CH2:9][CH2:10][C:5]3([C:1](=[O:11])[NH:2][CH2:3][CH2:4]3)[CH2:6]2)(=[O:32])=[O:33])[CH:23]=[CH:24][C:25]=1[O:26][C:27]([F:29])([F:28])[F:30], predict the reactants needed to synthesize it. The reactants are: [C:1]1(=[O:11])[C:5]2([CH2:10][CH2:9][CH2:8][NH:7][CH2:6]2)[CH2:4][CH2:3][NH:2]1.C(N(CC)CC)C.[Cl:19][C:20]1[CH:21]=[C:22]([S:31](Cl)(=[O:33])=[O:32])[CH:23]=[CH:24][C:25]=1[O:26][C:27]([F:30])([F:29])[F:28]. (6) Given the product [CH3:14][C:12]1([CH3:15])[CH2:11][CH2:10][CH2:9][CH:8]([C:6]([OH:7])([CH2:2][CH2:3][CH3:4])[CH3:5])[CH2:13]1, predict the reactants needed to synthesize it. The reactants are: Br[CH2:2][CH2:3][CH3:4].[CH3:5][C:6]([CH:8]1[CH2:13][C:12]([CH3:15])([CH3:14])[CH2:11][CH2:10][CH2:9]1)=[O:7]. (7) Given the product [CH2:17]([O:24][C:25]1[CH:30]=[CH:29][C:28]([C:31]2[CH:39]=[C:38]3[C:34]([C:35]([C:2]4[CH:11]=[CH:10][C:9]5[C:4](=[CH:5][CH:6]=[CH:7][CH:8]=5)[CH:3]=4)=[N:36][N:37]3[S:40]([C:43]3[C:48]([CH3:49])=[CH:47][C:46]([CH3:50])=[CH:45][C:44]=3[CH3:51])(=[O:42])=[O:41])=[CH:33][CH:32]=2)=[CH:27][C:26]=1[O:53][CH3:54])[C:18]1[CH:23]=[CH:22][CH:21]=[CH:20][CH:19]=1, predict the reactants needed to synthesize it. The reactants are: Br[C:2]1[CH:11]=[CH:10][C:9]2[C:4](=[CH:5][CH:6]=[CH:7][CH:8]=2)[CH:3]=1.[Li]CCCC.[CH2:17]([O:24][C:25]1[CH:30]=[CH:29][C:28]([C:31]2[CH:39]=[C:38]3[C:34]([C:35](I)=[N:36][N:37]3[S:40]([C:43]3[C:48]([CH3:49])=[CH:47][C:46]([CH3:50])=[CH:45][C:44]=3[CH3:51])(=[O:42])=[O:41])=[CH:33][CH:32]=2)=[CH:27][C:26]=1[O:53][CH3:54])[C:18]1[CH:23]=[CH:22][CH:21]=[CH:20][CH:19]=1.C(=O)(O)[O-].[Na+]. (8) Given the product [OH:5][C:6]1[CH:7]=[C:8]2[C:34](=[CH:35][C:36]=1[CH3:37])[O:33][C:11]1([CH2:20][C:19]([CH3:22])([CH3:21])[C:18]3[C:13](=[CH:14][C:15]([CH3:32])=[C:16]([O:23][CH2:24][CH2:25][CH2:26][N:40]4[CH:44]=[CH:43][N:42]=[CH:41]4)[CH:17]=3)[O:12]1)[CH2:10][C:9]2([CH3:38])[CH3:39], predict the reactants needed to synthesize it. The reactants are: CS([O:5][C:6]1[CH:7]=[C:8]2[C:34](=[CH:35][C:36]=1[CH3:37])[O:33][C:11]1([CH2:20][C:19]([CH3:22])([CH3:21])[C:18]3[C:13](=[CH:14][C:15]([CH3:32])=[C:16]([O:23][CH2:24][CH2:25][CH2:26]OS(C)(=O)=O)[CH:17]=3)[O:12]1)[CH2:10][C:9]2([CH3:39])[CH3:38])(=O)=O.[NH:40]1[CH:44]=[CH:43][N:42]=[CH:41]1.[H-].[Na+].O.